From a dataset of Full USPTO retrosynthesis dataset with 1.9M reactions from patents (1976-2016). Predict the reactants needed to synthesize the given product. Given the product [CH3:33][O:32][C:24]1[CH:25]=[C:26]([Cl:31])[C:27]([O:29][CH3:30])=[CH:28][C:23]=1[C:21]1[N:22]=[C:18]([NH:17][C:15]([C:6]2[N:5]([CH2:4][C:3]([OH:42])=[O:2])[C:13]3[C:8]([CH:7]=2)=[CH:9][C:10]([CH3:14])=[CH:11][CH:12]=3)=[O:16])[S:19][C:20]=1[CH2:34][CH2:35][CH:36]1[CH2:41][CH2:40][CH2:39][CH2:38][CH2:37]1, predict the reactants needed to synthesize it. The reactants are: C[O:2][C:3](=[O:42])[CH2:4][N:5]1[C:13]2[C:8](=[CH:9][C:10]([CH3:14])=[CH:11][CH:12]=2)[CH:7]=[C:6]1[C:15]([NH:17][C:18]1[S:19][C:20]([CH2:34][CH2:35][CH:36]2[CH2:41][CH2:40][CH2:39][CH2:38][CH2:37]2)=[C:21]([C:23]2[CH:28]=[C:27]([O:29][CH3:30])[C:26]([Cl:31])=[CH:25][C:24]=2[O:32][CH3:33])[N:22]=1)=[O:16].Cl.